Dataset: Forward reaction prediction with 1.9M reactions from USPTO patents (1976-2016). Task: Predict the product of the given reaction. (1) The product is: [CH3:14][O:15][C:16](=[O:43])[CH:17]([NH:42][S:2]([NH:5][C:6]([O:7][C:8]([CH3:11])([CH3:10])[CH3:9])=[O:12])(=[O:4])=[O:3])[CH2:18][NH:19][C:20]([C:22]1[CH:31]=[CH:30][C:29]2[C:24](=[C:25]([C:32]3[C:41]4[C:36](=[CH:37][CH:38]=[CH:39][CH:40]=4)[CH:35]=[CH:34][CH:33]=3)[CH:26]=[CH:27][CH:28]=2)[N:23]=1)=[O:21]. Given the reactants Cl[S:2]([NH:5][C:6](=[O:12])[O:7][C:8]([CH3:11])([CH3:10])[CH3:9])(=[O:4])=[O:3].Cl.[CH3:14][O:15][C:16](=[O:43])[CH:17]([NH2:42])[CH2:18][NH:19][C:20]([C:22]1[CH:31]=[CH:30][C:29]2[C:24](=[C:25]([C:32]3[C:41]4[C:36](=[CH:37][CH:38]=[CH:39][CH:40]=4)[CH:35]=[CH:34][CH:33]=3)[CH:26]=[CH:27][CH:28]=2)[N:23]=1)=[O:21].CCN(CC)CC, predict the reaction product. (2) The product is: [N+:10]([C:4]1[CH:3]=[C:2]([CH:13]=[CH:14][CH3:15])[CH:9]=[CH:8][C:5]=1[CH:6]=[O:7])([O-:12])=[O:11]. Given the reactants Cl[C:2]1[CH:9]=[CH:8][C:5]([CH:6]=[O:7])=[C:4]([N+:10]([O-:12])=[O:11])[CH:3]=1.[CH:13](/B(O)O)=[CH:14]\[CH3:15].O.P([O-])([O-])([O-])=O.[K+].[K+].[K+].O, predict the reaction product. (3) Given the reactants [C:1]([O:6][CH2:7][CH2:8]Br)(=[O:5])[C:2]([CH3:4])=[O:3].[NH:10]1[C:19]2[C:14](=[CH:15][CH:16]=[CH:17][CH:18]=2)[CH2:13][CH2:12][CH2:11]1, predict the reaction product. The product is: [CH2:7]([O:6][C:1](=[O:5])[C:2](=[O:3])[CH2:4][N:10]1[C:19]2[C:14](=[CH:15][CH:16]=[CH:17][CH:18]=2)[CH2:13][CH2:12][CH2:11]1)[CH3:8]. (4) Given the reactants [F:1][C:2]1[CH:30]=[CH:29][C:5]([CH2:6][NH:7][C:8]([C:10]2[C:19]([OH:20])=[C:18]3[C:13]([CH:14]=[CH:15][CH:16]=[N:17]3)=[C:12]([CH:21]3[S:27][CH2:26][CH2:25][NH:24][C:23](=[O:28])[CH2:22]3)[N:11]=2)=[O:9])=[CH:4][CH:3]=1.ClC1C=CC=C(C(OO)=[O:39])C=1.ClCCl.CS(C)=O, predict the reaction product. The product is: [F:1][C:2]1[CH:3]=[CH:4][C:5]([CH2:6][NH:7][C:8]([C:10]2[C:19]([OH:20])=[C:18]3[C:13]([CH:14]=[CH:15][CH:16]=[N:17]3)=[C:12]([CH:21]3[S:27](=[O:39])[CH2:26][CH2:25][NH:24][C:23](=[O:28])[CH2:22]3)[N:11]=2)=[O:9])=[CH:29][CH:30]=1.